Predict the reaction yield, written as a fraction of the theoretical maximum amount of product (1.0 means a 100% yield; for example, 0.34 means a 34% yield). From a dataset of Reaction yield outcomes from USPTO patents with 853,638 reactions. The reactants are [CH3:1][C:2]1([CH3:14])[CH2:11][CH2:10][C:9]([CH3:13])([CH3:12])[C:8]2[CH:7]=[CH:6][CH:5]=[CH:4][C:3]1=2.C(O)(=O)C.[N+:19]([O-])([OH:21])=[O:20]. The catalyst is C(OC(=O)C)(=O)C. The product is [N+:19]([CH:10]1[CH2:11][C:2]([CH3:14])([CH3:1])[C:3]2[CH:4]=[CH:5][CH:6]=[CH:7][C:8]=2[C:9]1([CH3:13])[CH3:12])([O-:21])=[O:20]. The yield is 0.970.